This data is from Catalyst prediction with 721,799 reactions and 888 catalyst types from USPTO. The task is: Predict which catalyst facilitates the given reaction. (1) Reactant: [CH2:1]1[C:7]2[CH:8]=[CH:9][C:10]([O:12][C:13]3[CH:21]=[CH:20][C:16]([C:17]([NH2:19])=[O:18])=[CH:15][N:14]=3)=[CH:11][C:6]=2[CH2:5][CH2:4][CH2:3][NH:2]1.C([O-])([O-])=O.[K+].[K+].Cl.Cl[CH2:30][CH2:31][N:32]1[CH2:37][CH2:36][O:35][CH2:34][CH2:33]1.C(OCC)(=O)C. The catalyst class is: 3. Product: [N:32]1([CH2:31][CH2:30][N:2]2[CH2:3][CH2:4][CH2:5][C:6]3[CH:11]=[C:10]([O:12][C:13]4[CH:21]=[CH:20][C:16]([C:17]([NH2:19])=[O:18])=[CH:15][N:14]=4)[CH:9]=[CH:8][C:7]=3[CH2:1]2)[CH2:37][CH2:36][O:35][CH2:34][CH2:33]1. (2) Reactant: [CH3:1][N:2]1[C@@H:19]2[CH2:20][C:7]3[CH:8]=[CH:9][C:10]([O:22][CH3:23])=[C:11]4[O:12][C@H:13]5[C:14]([CH2:16][CH2:17][C@:18]2([OH:21])[C@:5]5([C:6]=34)[CH2:4][CH2:3]1)=[O:15].Cl.C(=O)([O-])O.[Na+]. Product: [CH3:1][N:2]1[C@@H:19]2[CH2:20][C:7]3[CH:8]=[CH:9][C:10]([O:22][CH3:23])=[C:11]4[O:12][C@H:13]5[C:14]([CH2:16][CH2:17][C@:18]2([OH:21])[C@:5]5([C:6]=34)[CH2:4][CH2:3]1)=[O:15]. The catalyst class is: 6. (3) Reactant: C(=O)([O-])[O-].[K+].[K+].Br[CH2:8][C:9]1[CH:14]=[CH:13][C:12]([Cl:15])=[CH:11][CH:10]=1.[C:16]1([NH2:23])[C:17]([NH2:22])=[CH:18][CH:19]=[CH:20][CH:21]=1. Product: [Cl:15][C:12]1[CH:13]=[CH:14][C:9]([CH2:8][NH:22][C:17]2[C:16]([NH2:23])=[CH:21][CH:20]=[CH:19][CH:18]=2)=[CH:10][CH:11]=1. The catalyst class is: 5. (4) Reactant: [F:1][C:2]1[CH:31]=[CH:30][C:5]([CH2:6][N:7]2[C:15]3[C:10](=[CH:11][C:12]([S:16]([CH3:19])(=[O:18])=[O:17])=[CH:13][CH:14]=3)[CH:9]=[C:8]2[C:20]2[CH:25]=[CH:24][C:23]([C:26]([O:28]C)=[O:27])=[CH:22][N:21]=2)=[CH:4][CH:3]=1.[OH-].[K+].CO.Cl. Product: [F:1][C:2]1[CH:3]=[CH:4][C:5]([CH2:6][N:7]2[C:15]3[C:10](=[CH:11][C:12]([S:16]([CH3:19])(=[O:17])=[O:18])=[CH:13][CH:14]=3)[CH:9]=[C:8]2[C:20]2[CH:25]=[CH:24][C:23]([C:26]([OH:28])=[O:27])=[CH:22][N:21]=2)=[CH:30][CH:31]=1. The catalyst class is: 6. (5) Reactant: [Cl:1][C:2]1[N:7]=[N:6][C:5]([C:8]([OH:10])=[O:9])=[CH:4][CH:3]=1.[CH3:11]N(C=O)C.C(Cl)(=O)C(Cl)=O. Product: [Cl:1][C:2]1[N:7]=[N:6][C:5]([C:8]([O:10][CH3:11])=[O:9])=[CH:4][CH:3]=1. The catalyst class is: 11. (6) Product: [F:39][C:40]1[CH:45]=[CH:44][C:43]([C:46]2[N:48]=[C:21]([C:20]3[CH:19]=[C:18]([C:16]4[CH:17]=[C:8]([C:2]([CH3:1])([S:4]([CH3:7])(=[O:5])=[O:6])[CH3:3])[CH:9]=[C:10]5[C:15]=4[N:14]=[CH:13][CH:12]=[CH:11]5)[CH:26]=[CH:25][CH:24]=3)[O:23][N:47]=2)=[CH:42][CH:41]=1. Reactant: [CH3:1][C:2]([C:8]1[CH:9]=[C:10]2[C:15](=[C:16]([C:18]3[CH:19]=[C:20]([CH:24]=[CH:25][CH:26]=3)[C:21]([OH:23])=O)[CH:17]=1)[N:14]=[CH:13][CH:12]=[CH:11]2)([S:4]([CH3:7])(=[O:6])=[O:5])[CH3:3].C1N=CN(C(N2C=NC=C2)=O)C=1.[F:39][C:40]1[CH:45]=[CH:44][C:43]([C:46](=[N:48]O)[NH2:47])=[CH:42][CH:41]=1. The catalyst class is: 18.